Dataset: Catalyst prediction with 721,799 reactions and 888 catalyst types from USPTO. Task: Predict which catalyst facilitates the given reaction. (1) Reactant: [N+:1]([C:4]1[CH:13]=[CH:12][CH:11]=[C:10]2[C:5]=1[N:6]=[CH:7][CH:8]=[N:9]2)([O-])=O.C([O-])=O.[NH4+].CCOC(C)=O.CCCCCCC. Product: [NH2:1][C:4]1[CH:13]=[CH:12][CH:11]=[C:10]2[C:5]=1[N:6]=[CH:7][CH:8]=[N:9]2. The catalyst class is: 19. (2) Reactant: [CH2:1]([O:8][N:9]([CH2:31][C:32]1[C:37]([O:38][CH3:39])=[CH:36][C:35]([O:40][CH3:41])=[CH:34][C:33]=1[O:42][CH3:43])[C:10](=[O:30])[CH2:11][CH2:12][C:13]([CH2:20][C:21]1[CH:26]=[CH:25][C:24]([C:27]([OH:29])=[O:28])=[CH:23][CH:22]=1)(C(O)=O)[C:14]([OH:16])=[O:15])[C:2]1[CH:7]=[CH:6][CH:5]=[CH:4][CH:3]=1. Product: [CH2:1]([O:8][N:9]([CH2:31][C:32]1[C:37]([O:38][CH3:39])=[CH:36][C:35]([O:40][CH3:41])=[CH:34][C:33]=1[O:42][CH3:43])[C:10](=[O:30])[CH2:11][CH2:12][CH:13]([C:14]([OH:16])=[O:15])[CH2:20][C:21]1[CH:22]=[CH:23][C:24]([C:27]([OH:29])=[O:28])=[CH:25][CH:26]=1)[C:2]1[CH:7]=[CH:6][CH:5]=[CH:4][CH:3]=1. The catalyst class is: 16. (3) Reactant: [NH2:1][C:2]1[C:7]([C:8]#[N:9])=[CH:6][CH:5]=[CH:4][N:3]=1.[SH2:10]. Product: [N:1]1[S:10][C:8]([NH2:9])=[C:7]2[CH:6]=[CH:5][CH:4]=[N:3][C:2]=12. The catalyst class is: 17. (4) Reactant: [CH3:1][C:2]1[CH:10]=[CH:9][C:5]([C:6]([OH:8])=O)=[CH:4][N:3]=1.S(Cl)(Cl)=O.[CH2:15]([NH:17][CH2:18][CH3:19])[CH3:16].C(N(CC)CC)C. Product: [CH2:15]([N:17]([CH2:18][CH3:19])[C:6](=[O:8])[C:5]1[CH:9]=[CH:10][C:2]([CH3:1])=[N:3][CH:4]=1)[CH3:16]. The catalyst class is: 4. (5) Reactant: O.C([O-])([O-])=O.[K+].[K+].[CH3:8][N:9]([CH2:11][C:12]1[CH:28]=[CH:27][C:15]2[CH2:16][CH2:17][N:18](C(=O)C(F)(F)F)[CH2:19][CH2:20][C:14]=2[CH:13]=1)[CH3:10]. Product: [CH3:8][N:9]([CH3:10])[CH2:11][C:12]1[CH:28]=[CH:27][C:15]2[CH2:16][CH2:17][NH:18][CH2:19][CH2:20][C:14]=2[CH:13]=1. The catalyst class is: 5. (6) Reactant: [OH:1][C@:2]([C:25]1[O:26][C:27]([CH3:30])=[N:28][N:29]=1)([CH3:24])[C:3]#[C:4][C:5]1[CH:6]=[C:7]([N:11]2[C:19]3[C:14](=[CH:15][CH:16]=[CH:17][CH:18]=3)[C:13]([C:20]([O:22]C)=O)=[N:12]2)[CH:8]=[CH:9][CH:10]=1.[NH3:31]. Product: [OH:1][C@:2]([C:25]1[O:26][C:27]([CH3:30])=[N:28][N:29]=1)([CH3:24])[C:3]#[C:4][C:5]1[CH:6]=[C:7]([N:11]2[C:19]3[C:14](=[CH:15][CH:16]=[CH:17][CH:18]=3)[C:13]([C:20]([NH2:31])=[O:22])=[N:12]2)[CH:8]=[CH:9][CH:10]=1. The catalyst class is: 5. (7) Reactant: [NH:1]1[CH2:5][CH2:4][CH2:3][C:2]1=[O:6].[H-].[Na+].[Cl:9][C:10]1[N:15]=[C:14]([CH2:16]Cl)[C:13]([O:18][C:19]2[CH:20]=[N:21][C:22]([S:25]([CH3:28])(=[O:27])=[O:26])=[CH:23][CH:24]=2)=[CH:12][CH:11]=1. Product: [Cl:9][C:10]1[N:15]=[C:14]([CH2:16][N:1]2[CH2:5][CH2:4][CH2:3][C:2]2=[O:6])[C:13]([O:18][C:19]2[CH:20]=[N:21][C:22]([S:25]([CH3:28])(=[O:27])=[O:26])=[CH:23][CH:24]=2)=[CH:12][CH:11]=1. The catalyst class is: 1.